From a dataset of Reaction yield outcomes from USPTO patents with 853,638 reactions. Predict the reaction yield, written as a fraction of the theoretical maximum amount of product (1.0 means a 100% yield; for example, 0.34 means a 34% yield). (1) The reactants are OC(C(F)(F)F)=O.[NH2:8][C:9]1[N:14]=[CH:13][C:12]([C:15]2[CH:16]=[CH:17][C:18]3[N:19]([CH:21]=[C:22]([NH:24][C:25](=[O:27])[CH3:26])[N:23]=3)[N:20]=2)=[CH:11][C:10]=1[C:28]([F:31])([F:30])[F:29].ClC1C=CC2N(C=C(NC(=O)C)N=2)N=1.CC1(C)C(C)(C)OB(C2C=C(C(F)(F)F)C(N)=NC=2)O1. No catalyst specified. The product is [NH2:8][C:9]1[N:14]=[CH:13][C:12]([C:15]2[CH:16]=[CH:17][C:18]3[N:19]([CH:21]=[C:22]([NH:24][C:25](=[O:27])[CH3:26])[N:23]=3)[N:20]=2)=[CH:11][C:10]=1[C:28]([F:29])([F:31])[F:30]. The yield is 0.0600. (2) The reactants are [Si]([O:8][CH2:9][C@@H:10]([N:14]([CH3:27])[C:15]([NH:17][CH2:18][C:19]1[CH:24]=[CH:23][CH:22]=[C:21]([F:25])[C:20]=1[Cl:26])=[O:16])[CH2:11][CH:12]=[CH2:13])(C(C)(C)C)(C)C.Cl. The catalyst is CO. The product is [Cl:26][C:20]1[C:21]([F:25])=[CH:22][CH:23]=[CH:24][C:19]=1[CH2:18][NH:17][C:15](=[O:16])[N:14]([C@@H:10]([CH2:11][CH:12]=[CH2:13])[CH2:9][OH:8])[CH3:27]. The yield is 0.770. (3) The reactants are C(OC([N:8]1[CH:12]=[C:11]([CH2:13][CH2:14][O:15][C:16]2[CH:25]=[CH:24][C:23]3[C:22](=[O:26])[CH2:21][CH2:20][CH2:19][C:18]=3[CH:17]=2)[N:10]=[CH:9]1)=O)(C)(C)C.[S:27]1[CH:31]=[CH:30][CH:29]=[C:28]1[CH:32]=O.CO. The catalyst is [OH-].[K+].CCO.C(Cl)Cl. The product is [NH:8]1[CH:12]=[C:11]([CH2:13][CH2:14][O:15][C:16]2[CH:17]=[C:18]3[C:23](=[CH:24][CH:25]=2)[C:22](=[O:26])[C:21](=[CH:32][C:28]2[S:27][CH:31]=[CH:30][CH:29]=2)[CH2:20][CH2:19]3)[N:10]=[CH:9]1. The yield is 0.400. (4) The reactants are [NH2:1][C@H:2]([CH2:7][OH:8])[CH2:3][CH:4]([CH3:6])[CH3:5].[CH2:9]([O:16][C:17](Cl)=[O:18])[C:10]1[CH:15]=[CH:14][CH:13]=[CH:12][CH:11]=1.C(N(CC)CC)C. The catalyst is C(Cl)Cl. The product is [CH2:9]([O:16][C:17](=[O:18])[NH:1][C@H:2]([CH2:7][OH:8])[CH2:3][CH:4]([CH3:6])[CH3:5])[C:10]1[CH:15]=[CH:14][CH:13]=[CH:12][CH:11]=1. The yield is 1.00.